Predict the reaction yield, written as a fraction of the theoretical maximum amount of product (1.0 means a 100% yield; for example, 0.34 means a 34% yield). From a dataset of Reaction yield outcomes from USPTO patents with 853,638 reactions. The reactants are [CH:1]1([CH2:6][C@H:7]([CH2:34][N:35]([CH:44]=[O:45])[O:36]CC2C=CC=CC=2)[C:8]([N:10]2[C@H:14]([C:15]([NH:17][C:18]3[CH:23]=[CH:22][N:21]=[CH:20][N:19]=3)=[O:16])[CH2:13][CH2:12][N:11]2C(OCC2C=CC=CC=2)=O)=[O:9])[CH2:5][CH2:4][CH2:3][CH2:2]1. The catalyst is [OH-].[OH-].[Pd+2].CO. The product is [CH:1]1([CH2:6][C@H:7]([CH2:34][N:35]([CH:44]=[O:45])[OH:36])[C:8]([N:10]2[C@H:14]([C:15]([NH:17][C:18]3[CH:23]=[CH:22][N:21]=[CH:20][N:19]=3)=[O:16])[CH2:13][CH2:12][NH:11]2)=[O:9])[CH2:2][CH2:3][CH2:4][CH2:5]1. The yield is 0.700.